This data is from Forward reaction prediction with 1.9M reactions from USPTO patents (1976-2016). The task is: Predict the product of the given reaction. (1) Given the reactants [O:1]=[C:2]1[C:11]2[C:6](=[CH:7][CH:8]=[C:9]([C:12]3[O:16][C:15]([CH:17]=O)=[CH:14][CH:13]=3)[CH:10]=2)[N:5]=[CH:4][NH:3]1.Cl.[CH3:20][S:21]([CH2:24][CH2:25][NH2:26])(=[O:23])=[O:22].C(O)(=O)C.CCN(C(C)C)C(C)C.C(O[BH-](OC(=O)C)OC(=O)C)(=O)C.[Na+].[OH-].[Na+], predict the reaction product. The product is: [CH3:20][S:21]([CH2:24][CH2:25][NH:26][CH2:17][C:15]1[O:16][C:12]([C:9]2[CH:10]=[C:11]3[C:6](=[CH:7][CH:8]=2)[N:5]=[CH:4][NH:3][C:2]3=[O:1])=[CH:13][CH:14]=1)(=[O:23])=[O:22]. (2) Given the reactants [O:1]1[C:5]2[CH:6]=[CH:7][CH:8]=[CH:9][C:4]=2[C:3]([CH2:10][CH2:11]Br)=[CH:2]1.[OH:13][C:14]1([CH2:20][NH:21][C:22](=[O:26])[O:23][CH2:24][CH3:25])[CH2:19][CH2:18][NH:17][CH2:16][CH2:15]1.C(=O)([O-])N.[K+], predict the reaction product. The product is: [O:1]1[C:5]2[CH:6]=[CH:7][CH:8]=[CH:9][C:4]=2[C:3]([CH2:10][CH2:11][N:17]2[CH2:16][CH2:15][C:14]([CH2:20][NH:21][C:22](=[O:26])[O:23][CH2:24][CH3:25])([OH:13])[CH2:19][CH2:18]2)=[CH:2]1.